From a dataset of Reaction yield outcomes from USPTO patents with 853,638 reactions. Predict the reaction yield, written as a fraction of the theoretical maximum amount of product (1.0 means a 100% yield; for example, 0.34 means a 34% yield). (1) The reactants are O.[NH2:2][NH2:3].[C:4]([C:10]([O:12][CH3:13])=[O:11])#[C:5][C:6](OC)=[O:7]. The catalyst is C1(C)C=CC=CC=1. The product is [OH:7][C:6]1[CH:5]=[C:4]([C:10]([O:12][CH3:13])=[O:11])[NH:3][N:2]=1. The yield is 0.738. (2) The reactants are [H-].[Al+3].[Li+].[H-].[H-].[H-].[CH3:7][C:8]([CH2:16][CH2:17][CH2:18][CH:19]([CH3:31])[CH2:20][CH2:21][CH2:22][CH:23]([CH3:30])[CH2:24][CH2:25][CH2:26][CH:27]([CH3:29])[CH3:28])=[CH:9][CH2:10][CH2:11][C:12](OC)=[O:13].O.S([O-])([O-])(=O)=O.[Na+].[Na+]. The catalyst is O1CCCC1. The product is [CH3:7][C:8]([CH2:16][CH2:17][CH2:18][CH:19]([CH3:31])[CH2:20][CH2:21][CH2:22][CH:23]([CH3:30])[CH2:24][CH2:25][CH2:26][CH:27]([CH3:29])[CH3:28])=[CH:9][CH2:10][CH2:11][CH2:12][OH:13]. The yield is 0.970. (3) The reactants are Cl.[Cl:2][C:3]1[CH:4]=[C:5]2[C:10](=[CH:11][CH:12]=1)[CH:9]=[C:8]([S:13]([CH2:16][C@@H:17]([NH:36]C(=O)OC(C)(C)C)[C:18]([N:20]1[CH2:25][CH2:24][CH:23]([N:26]3[CH2:30][C:29]4=[CH:31][N:32]=[C:33]([CH3:34])[N:28]4[C:27]3=[O:35])[CH2:22][CH2:21]1)=[O:19])(=[O:15])=[O:14])[CH:7]=[CH:6]2. The catalyst is C(O)C.CO. The product is [NH2:36][C@H:17]([CH2:16][S:13]([C:8]1[CH:7]=[CH:6][C:5]2[C:10](=[CH:11][CH:12]=[C:3]([Cl:2])[CH:4]=2)[CH:9]=1)(=[O:14])=[O:15])[C:18]([N:20]1[CH2:21][CH2:22][CH:23]([N:26]2[CH2:30][C:29]3=[CH:31][N:32]=[C:33]([CH3:34])[N:28]3[C:27]2=[O:35])[CH2:24][CH2:25]1)=[O:19]. The yield is 0.770. (4) The reactants are [CH3:1][O:2][C:3]1[CH:8]=[CH:7][CH:6]=[C:5]([O:9][CH3:10])[C:4]=1[C:11]1[N:15]([CH2:16][CH:17]([CH3:19])[CH3:18])[N:14]=[C:13]([C:20]([OH:22])=O)[CH:12]=1.F[P-](F)(F)(F)(F)F.N1(O[P+](N(C)C)(N(C)C)N(C)C)C2C=CC=CC=2N=N1.C(N(CC)CC)C.[NH2:57][C@@H:58]([CH2:67][CH:68]([CH3:70])[CH3:69])[CH2:59][C:60]([O:62][C:63]([CH3:66])([CH3:65])[CH3:64])=[O:61]. The catalyst is C1COCC1. The product is [CH3:10][O:9][C:5]1[CH:6]=[CH:7][CH:8]=[C:3]([O:2][CH3:1])[C:4]=1[C:11]1[N:15]([CH2:16][CH:17]([CH3:18])[CH3:19])[N:14]=[C:13]([C:20]([NH:57][C@@H:58]([CH2:67][CH:68]([CH3:70])[CH3:69])[CH2:59][C:60]([O:62][C:63]([CH3:64])([CH3:65])[CH3:66])=[O:61])=[O:22])[CH:12]=1. The yield is 0.760. (5) The catalyst is ClCCCl.O.Cl[Cu]. The product is [CH:1]([C:3]1[CH:8]=[CH:7][C:6]([O:12][N:13]2[C:21](=[O:22])[C:20]3[C:15](=[CH:16][CH:17]=[CH:18][CH:19]=3)[C:14]2=[O:23])=[CH:5][CH:4]=1)=[CH2:2]. The reactants are [CH:1]([C:3]1[CH:8]=[CH:7][C:6](B(O)O)=[CH:5][CH:4]=1)=[CH2:2].[OH:12][N:13]1[C:21](=[O:22])[C:20]2[C:15](=[CH:16][CH:17]=[CH:18][CH:19]=2)[C:14]1=[O:23].N1C=CC=CC=1. The yield is 0.630. (6) The reactants are [CH3:1][C:2]1([CH3:12])[CH2:7][C:6](=O)[CH2:5][C:4]([CH3:11])([CH2:9][CH3:10])[NH:3]1.[OH-].[K+]. The catalyst is C(O)COCCO.O. The product is [CH3:1][C:2]1([CH3:12])[CH2:7][CH2:6][CH2:5][C:4]([CH3:11])([CH2:9][CH3:10])[NH:3]1. The yield is 0.190. (7) The reactants are [CH2:1]([N:8]1[CH2:13][C@H:12]([CH2:14]O)[C@H:11]2[O:16][C@@:17]([O:24][CH3:25])([CH3:23])[C@:18]([O:21][CH3:22])([CH3:20])[O:19][C@@H:10]2[CH2:9]1)[C:2]1[CH:7]=[CH:6][CH:5]=[CH:4][CH:3]=1.S(Cl)([Cl:28])=O. The catalyst is C(Cl)(Cl)Cl. The product is [CH2:1]([N:8]1[CH2:13][C@H:12]([CH2:14][Cl:28])[C@H:11]2[O:16][C@@:17]([O:24][CH3:25])([CH3:23])[C@:18]([O:21][CH3:22])([CH3:20])[O:19][C@@H:10]2[CH2:9]1)[C:2]1[CH:7]=[CH:6][CH:5]=[CH:4][CH:3]=1. The yield is 0.850. (8) The reactants are C[O:2][C:3]([C:5]1[C:22]2[C:9](=[C:10]3[C:19](=[CH:20][CH:21]=2)[C:18]2[C:13](=[CH:14][CH:15]=[CH:16][CH:17]=2)[S:12](=[O:24])(=[O:23])[NH:11]3)[N:8]=[CH:7][CH:6]=1)=O.[NH3:25]. The catalyst is CO. The product is [O:23]=[S:12]1(=[O:24])[C:13]2[C:18](=[CH:17][CH:16]=[CH:15][CH:14]=2)[C:19]2[C:10](=[C:9]3[C:22](=[CH:21][CH:20]=2)[C:5]([C:3]([NH2:25])=[O:2])=[CH:6][CH:7]=[N:8]3)[NH:11]1. The yield is 0.590. (9) The reactants are [C:1]([C:5]1[CH:6]=[C:7]2[C:11](=[CH:12][C:13]=1[N+:14]([O-])=O)[NH:10][CH:9]=[CH:8]2)([CH3:4])([CH3:3])[CH3:2]. The catalyst is CO.[Ni]. The product is [C:1]([C:5]1[CH:6]=[C:7]2[C:11](=[CH:12][C:13]=1[NH2:14])[NH:10][CH:9]=[CH:8]2)([CH3:4])([CH3:2])[CH3:3]. The yield is 0.870. (10) The reactants are [CH2:1]([O:8][C@H:9]1[CH2:13][CH2:12][CH2:11][C@@H:10]1[C:14]1[NH:18][N:17]=[CH:16][CH:15]=1)[C:2]1[CH:7]=[CH:6][CH:5]=[CH:4][CH:3]=1.[O:19]1[CH:24]=[CH:23][CH2:22][CH2:21][CH2:20]1.O.C1(C)C=CC(S(O)(=O)=O)=CC=1. The catalyst is ClCCl. The product is [CH2:1]([O:8][C@H:9]1[CH2:13][CH2:12][CH2:11][C@@H:10]1[C:14]1[CH:15]=[CH:16][N:17]([CH:20]2[CH2:21][CH2:22][CH2:23][CH2:24][O:19]2)[N:18]=1)[C:2]1[CH:3]=[CH:4][CH:5]=[CH:6][CH:7]=1. The yield is 0.930.